This data is from Reaction yield outcomes from USPTO patents with 853,638 reactions. The task is: Predict the reaction yield, written as a fraction of the theoretical maximum amount of product (1.0 means a 100% yield; for example, 0.34 means a 34% yield). (1) The reactants are CCOCC.[OH:6][CH2:7][CH:8]1[CH2:13][CH2:12][N:11]([C:14]#[N:15])[CH2:10][CH2:9]1.[OH:16][NH:17][C:18](=N)[CH:19]([CH3:21])[CH3:20].Cl. The catalyst is CCOC(C)=O.[Cl-].[Cl-].[Zn+2].C(O)C. The product is [CH3:20][CH:19]([C:18]1[N:15]=[C:14]([N:11]2[CH2:12][CH2:13][CH:8]([CH2:7][OH:6])[CH2:9][CH2:10]2)[O:16][N:17]=1)[CH3:21]. The yield is 0.390. (2) The reactants are [NH2:1][C:2]1[CH:20]=[CH:19][CH:18]=[CH:17][C:3]=1[C:4]([NH:6][C:7]1[CH:12]=[CH:11][C:10]([CH:13]([CH2:15][CH3:16])[CH3:14])=[CH:9][CH:8]=1)=[O:5].[F:21][C:22]([F:36])([F:35])[C:23]([NH:25][C:26]1[CH:31]=[CH:30][C:29]([CH:32]=O)=[CH:28][C:27]=1[I:34])=[O:24]. The catalyst is CCO. The product is [CH:13]([C:10]1[CH:11]=[CH:12][C:7]([N:6]2[C:4](=[O:5])[C:3]3[C:2](=[CH:20][CH:19]=[CH:18][CH:17]=3)[N:1]=[C:32]2[C:29]2[CH:30]=[CH:31][C:26]([NH:25][C:23](=[O:24])[C:22]([F:35])([F:21])[F:36])=[C:27]([I:34])[CH:28]=2)=[CH:8][CH:9]=1)([CH2:15][CH3:16])[CH3:14]. The yield is 0.660. (3) The reactants are [Br:1][C:2]1[CH:3]=[CH:4][CH:5]=[C:6]2[C:11]=1[N:10]=[C:9]([NH:12][C:13]([CH3:16])([CH3:15])[CH3:14])[C:8](Cl)=[N:7]2.[C:18]1(B(O)O)[CH:23]=[CH:22][CH:21]=[CH:20][CH:19]=1.C([O-])([O-])=O.[Na+].[Na+]. The catalyst is CC#N.O.C1C=CC([P]([Pd]([P](C2C=CC=CC=2)(C2C=CC=CC=2)C2C=CC=CC=2)([P](C2C=CC=CC=2)(C2C=CC=CC=2)C2C=CC=CC=2)[P](C2C=CC=CC=2)(C2C=CC=CC=2)C2C=CC=CC=2)(C2C=CC=CC=2)C2C=CC=CC=2)=CC=1. The product is [Br:1][C:2]1[CH:3]=[CH:4][CH:5]=[C:6]2[C:11]=1[N:10]=[C:9]([NH:12][C:13]([CH3:16])([CH3:15])[CH3:14])[C:8]([C:18]1[CH:23]=[CH:22][CH:21]=[CH:20][CH:19]=1)=[N:7]2. The yield is 0.620.